Dataset: Full USPTO retrosynthesis dataset with 1.9M reactions from patents (1976-2016). Task: Predict the reactants needed to synthesize the given product. (1) The reactants are: O[CH:2]([C:4]1[CH:17]=[CH:16][C:7]2[CH:8]=[C:9]([C:11]([O:13][CH2:14][CH3:15])=[O:12])[S:10][C:6]=2[CH:5]=1)[CH3:3].C1(P([N:32]=[N+:33]=[N-:34])(C2C=CC=CC=2)=O)C=CC=CC=1.C1CCN2C(=NCCC2)CC1.[N-]=[N+]=[N-]. Given the product [N:32]([CH:2]([C:4]1[CH:17]=[CH:16][C:7]2[CH:8]=[C:9]([C:11]([O:13][CH2:14][CH3:15])=[O:12])[S:10][C:6]=2[CH:5]=1)[CH3:3])=[N+:33]=[N-:34], predict the reactants needed to synthesize it. (2) The reactants are: OC(C(F)(F)F)=O.[F:8][C:9]1[CH:10]=[C:11]([NH:28]C(C2C(=O)N(C3C=CC(F)=CC=3)C(=O)N(C(C)C)N=2)=O)[CH:12]=[CH:13][C:14]=1[O:15][C:16]1[C:25]2[C:20](=[CH:21][C:22]([O:26][CH3:27])=[CH:23][CH:24]=2)[N:19]=[CH:18][CH:17]=1.Cl.FC1C=C(N)C=CC=1OC1C2C(=CC(OC)=CC=2)N=CC=1.FC1C=CC(N2C(=O)C(C(O)=O)=NN(C(C)C)C2=O)=CC=1. Given the product [F:8][C:9]1[CH:10]=[C:11]([NH2:28])[CH:12]=[CH:13][C:14]=1[O:15][C:16]1[C:25]2[C:20](=[CH:21][C:22]([O:26][CH3:27])=[CH:23][CH:24]=2)[N:19]=[CH:18][CH:17]=1, predict the reactants needed to synthesize it. (3) Given the product [Cl:37][C:17]1[CH:16]=[C:15]([C:1]2[C:10]3[C:5](=[CH:6][CH:7]=[CH:8][CH:9]=3)[CH:4]=[CH:3][CH:2]=2)[CH:20]=[CH:19][C:18]=1[C:21]([N:23]1[C:29]2[CH:30]=[CH:31][CH:32]=[CH:33][C:28]=2[CH2:27][N:26]2[CH:34]=[CH:35][CH:36]=[C:25]2[CH2:24]1)=[O:22], predict the reactants needed to synthesize it. The reactants are: [C:1]1(B(O)O)[C:10]2[C:5](=[CH:6][CH:7]=[CH:8][CH:9]=2)[CH:4]=[CH:3][CH:2]=1.Br[C:15]1[CH:20]=[CH:19][C:18]([C:21]([N:23]2[C:29]3[CH:30]=[CH:31][CH:32]=[CH:33][C:28]=3[CH2:27][N:26]3[CH:34]=[CH:35][CH:36]=[C:25]3[CH2:24]2)=[O:22])=[C:17]([Cl:37])[CH:16]=1.C(=O)([O-])[O-].[Na+].[Na+]. (4) The reactants are: [NH2:1][C:2]1[CH:11]=[CH:10][CH:9]=[C:8]2[C:3]=1[CH:4]=[CH:5][CH:6]=[N:7]2.[C:12]([OH:17])(=[O:16])/[CH:13]=[CH:14]/[CH3:15].O.[OH-].[Na+]. Given the product [N:7]1[C:8]2[C:3](=[C:2]([NH:1][CH:14]([CH3:15])[CH2:13][C:12]([OH:17])=[O:16])[CH:11]=[CH:10][CH:9]=2)[CH:4]=[CH:5][CH:6]=1, predict the reactants needed to synthesize it. (5) Given the product [F:1][C:2]([F:7])([F:6])[C:3]([OH:5])=[O:4].[F:18][C:15]1([F:17])[CH2:14][NH:13][C@H:12]([C:10]([N:9]([CH3:8])[CH3:26])=[O:11])[CH2:16]1, predict the reactants needed to synthesize it. The reactants are: [F:1][C:2]([F:7])([F:6])[C:3]([OH:5])=[O:4].[CH3:8][N:9]([CH3:26])[C:10]([C@@H:12]1[CH2:16][C:15]([F:18])([F:17])[CH2:14][N:13]1C(OC(C)(C)C)=O)=[O:11]. (6) Given the product [S:7]([O:29][CH2:28][CH2:27][O:26][CH2:25][CH2:24][O:23][CH2:22][CH2:21][O:20][CH2:19][CH2:18][O:17][CH2:16][CH2:15][O:14][CH2:13][CH2:12][O:30][S:7]([C:37]1[CH:36]=[CH:6][C:1]([CH3:11])=[CH:2][CH:3]=1)(=[O:9])=[O:8])([C:4]1[CH:5]=[CH:6][C:1]([CH3:11])=[CH:2][CH:3]=1)(=[O:9])=[O:8], predict the reactants needed to synthesize it. The reactants are: [C:1]1([CH3:11])[CH:6]=[CH:5][C:4]([S:7](Cl)(=[O:9])=[O:8])=[CH:3][CH:2]=1.[CH2:12]([OH:30])[CH2:13][O:14][CH2:15][CH2:16][O:17][CH2:18][CH2:19][O:20][CH2:21][CH2:22][O:23][CH2:24][CH2:25][O:26][CH2:27][CH2:28][OH:29].C(N([CH2:36][CH3:37])CC)C. (7) Given the product [C:1]([O:5][C:6](=[O:20])[C:7]([CH3:8])([S:9][C:10]1[CH:11]=[CH:12][C:13]([C:14]([O:16][CH2:34][C:32]2[N:31]=[N:30][N:29]([CH2:28][C:27]3[CH:26]=[CH:25][C:24]([S:23][C:22]([F:39])([F:21])[F:38])=[CH:37][CH:36]=3)[CH:33]=2)=[O:15])=[CH:17][CH:18]=1)[CH3:19])([CH3:2])([CH3:3])[CH3:4], predict the reactants needed to synthesize it. The reactants are: [C:1]([O:5][C:6](=[O:20])[C:7]([CH3:19])([S:9][C:10]1[CH:18]=[CH:17][C:13]([C:14]([OH:16])=[O:15])=[CH:12][CH:11]=1)[CH3:8])([CH3:4])([CH3:3])[CH3:2].[F:21][C:22]([F:39])([F:38])[S:23][C:24]1[CH:37]=[CH:36][C:27]([CH2:28][N:29]2[CH:33]=[C:32]([CH2:34]O)[N:31]=[N:30]2)=[CH:26][CH:25]=1.C1(N=C=NC2CCCCC2)CCCCC1. (8) Given the product [F:1][C:2]1[CH:11]=[CH:10][CH:9]=[C:8]2[C:3]=1[CH2:4][CH2:5][NH:6][CH:7]2[CH3:12], predict the reactants needed to synthesize it. The reactants are: [F:1][C:2]1[CH:11]=[CH:10][CH:9]=[C:8]2[C:3]=1[CH2:4][CH2:5][N:6]=[C:7]2[CH3:12].C(O[BH-](OC(=O)C)OC(=O)C)(=O)C.[Na+].